This data is from Forward reaction prediction with 1.9M reactions from USPTO patents (1976-2016). The task is: Predict the product of the given reaction. (1) Given the reactants Br[C:2]1[C:3]([N:22]2[CH2:25][C:24]([OH:27])([CH3:26])[CH2:23]2)=[N:4][CH:5]=[C:6]([CH:21]=1)[C:7]([NH:9][C:10]1[CH:15]=[CH:14][C:13]([O:16][C:17]([F:20])([F:19])[F:18])=[CH:12][CH:11]=1)=[O:8].[CH3:28][C:29]1[N:34]=[CH:33][C:32](B(O)O)=[CH:31][CH:30]=1, predict the reaction product. The product is: [OH:27][C:24]1([CH3:26])[CH2:25][N:22]([C:3]2[C:2]([C:32]3[CH:33]=[N:34][C:29]([CH3:28])=[CH:30][CH:31]=3)=[CH:21][C:6]([C:7]([NH:9][C:10]3[CH:15]=[CH:14][C:13]([O:16][C:17]([F:20])([F:19])[F:18])=[CH:12][CH:11]=3)=[O:8])=[CH:5][N:4]=2)[CH2:23]1. (2) Given the reactants Cl[C:2]1[C:3]2[NH:10][N:9]([NH2:11])[N:8]([CH2:12][C:13]3[CH:18]=[CH:17][CH:16]=[C:15]([C:19]([OH:22])([CH3:21])[CH3:20])[N:14]=3)[C:4]=2[N:5]=[CH:6][N:7]=1.[CH3:23][O:24][C:25]1[CH:26]=[C:27](B(O)O)[CH:28]=[CH:29][CH:30]=1, predict the reaction product. The product is: [OH:22][C:19]([C:15]1[N:14]=[C:13]([CH2:12][N:8]2[C:4]3[N:5]=[CH:6][N:7]=[C:2]([C:29]4[CH:28]=[CH:27][CH:26]=[C:25]([O:24][CH3:23])[CH:30]=4)[C:3]=3[NH:10][N:9]2[NH2:11])[CH:18]=[CH:17][CH:16]=1)([CH3:21])[CH3:20]. (3) Given the reactants Cl.C(OC(=O)[NH:8][CH:9]1[CH2:12][N:11]([C:13]([C:15]2[N:16]=[C:17]3[C:22]([C:23]([F:26])([F:25])[F:24])=[CH:21][C:20]([C:27]4[CH:31]=[CH:30][O:29][CH:28]=4)=[CH:19][N:18]3[C:32]=2[Cl:33])=[O:14])[CH2:10]1)(C)(C)C, predict the reaction product. The product is: [ClH:33].[NH2:8][CH:9]1[CH2:10][N:11]([C:13]([C:15]2[N:16]=[C:17]3[C:22]([C:23]([F:26])([F:25])[F:24])=[CH:21][C:20]([C:27]4[CH:31]=[CH:30][O:29][CH:28]=4)=[CH:19][N:18]3[C:32]=2[Cl:33])=[O:14])[CH2:12]1. (4) Given the reactants Cl[C:2]1[C:3]([NH2:9])=[N:4][CH:5]=[N:6][C:7]=1Cl.[NH2:10][CH2:11][CH:12]1[CH2:17][CH2:16][N:15]([C:18]([O:20]C(C)(C)C)=O)[CH2:14][CH2:13]1.[O:25]([C:32]1[CH:37]=[CH:36][C:35](B(O)O)=[CH:34][CH:33]=1)[C:26]1[CH:31]=[CH:30][CH:29]=[CH:28][CH:27]=1.[CH3:41][O:42][CH2:43][CH2:44][N:45]([CH3:52])[CH2:46]/[CH:47]=[CH:48]/C(O)=O, predict the reaction product. The product is: [NH2:9][C:3]1[N:4]=[CH:5][N:6]=[C:7]([NH:10][CH2:11][CH:12]2[CH2:13][CH2:14][N:15]([C:18](=[O:20])/[CH:48]=[CH:47]/[CH2:46][N:45]([CH2:44][CH2:43][O:42][CH3:41])[CH3:52])[CH2:16][CH2:17]2)[C:2]=1[C:29]1[CH:30]=[CH:31][C:26]([O:25][C:32]2[CH:37]=[CH:36][CH:35]=[CH:34][CH:33]=2)=[CH:27][CH:28]=1. (5) Given the reactants [C-:1]#[N:2].[K+].[C:4]1(=[C:8]2[C:13](=[O:14])[O:12][C:11]([CH3:16])([CH3:15])[O:10][C:9]2=[O:17])[CH2:7][CH2:6][CH2:5]1.Cl, predict the reaction product. The product is: [CH3:16][C:11]1([CH3:15])[O:12][C:13](=[O:14])[CH:8]([C:4]2([C:1]#[N:2])[CH2:5][CH2:6][CH2:7]2)[C:9](=[O:17])[O:10]1. (6) Given the reactants [CH3:1][C:2]1[N:10]=[CH:9][CH:8]=[C:7]([CH3:11])[C:3]=1C(O)=O.[N-:12]=[N+]=[N-].[Na+], predict the reaction product. The product is: [CH3:1][C:2]1[C:3]([NH2:12])=[C:7]([CH3:11])[CH:8]=[CH:9][N:10]=1. (7) The product is: [CH2:26]([N:17]1[C:16]2[CH:15]=[CH:14][C:13]([NH:12][C:7](=[O:9])[C:6]3[CH:10]=[C:2]([Cl:1])[CH:3]=[CH:4][C:5]=3[OH:11])=[CH:25][C:24]=2[C:23]2[C:18]1=[CH:19][CH:20]=[CH:21][CH:22]=2)[CH3:27]. Given the reactants [Cl:1][C:2]1[CH:10]=[C:6]([C:7]([OH:9])=O)[C:5]([OH:11])=[CH:4][CH:3]=1.[NH2:12][C:13]1[CH:14]=[CH:15][C:16]2[N:17]([CH2:26][CH3:27])[C:18]3[C:23]([C:24]=2[CH:25]=1)=[CH:22][CH:21]=[CH:20][CH:19]=3, predict the reaction product.